This data is from Reaction yield outcomes from USPTO patents with 853,638 reactions. The task is: Predict the reaction yield, written as a fraction of the theoretical maximum amount of product (1.0 means a 100% yield; for example, 0.34 means a 34% yield). (1) The reactants are C[Si]([N-][Si](C)(C)C)(C)C.[Li+].[CH3:11][O:12][C:13]1[CH:14]=[C:15]2[C:19](=[CH:20][CH:21]=1)[C:18](=[O:22])[N:17]([C:23]([O:25][C:26]([CH3:29])([CH3:28])[CH3:27])=[O:24])[CH2:16]2.[CH2:30](Br)[C:31]1[CH:36]=[CH:35][CH:34]=[CH:33][CH:32]=1. The catalyst is C1COCC1. The product is [CH2:30]([CH:16]1[C:15]2[C:19](=[CH:20][CH:21]=[C:13]([O:12][CH3:11])[CH:14]=2)[C:18](=[O:22])[N:17]1[C:23]([O:25][C:26]([CH3:29])([CH3:28])[CH3:27])=[O:24])[C:31]1[CH:36]=[CH:35][CH:34]=[CH:33][CH:32]=1. The yield is 0.700. (2) The reactants are [Br:1][C:2]1[CH:3]=[N:4][NH:5][CH:6]=1.FC(F)(F)S(O[CH2:13][C:14]([F:17])([F:16])[F:15])(=O)=O.C(=O)([O-])[O-].[Cs+].[Cs+].O1CCOCC1. No catalyst specified. The product is [Br:1][C:2]1[CH:3]=[N:4][N:5]([CH2:13][C:14]([F:17])([F:16])[F:15])[CH:6]=1. The yield is 0.771. (3) The reactants are [F:1][C:2]([F:10])([F:9])[CH2:3][NH:4][S:5](Cl)(=[O:7])=[O:6].[F:11][C:12]1[CH:17]=[CH:16][C:15]([C:18]2[N:22]([CH3:23])[N:21]=[C:20]([C:24]3[CH:25]=[C:26]([C:30]([NH2:33])([CH3:32])[CH3:31])[CH:27]=[CH:28][CH:29]=3)[CH:19]=2)=[CH:14][CH:13]=1.CCN(CC)CC. The catalyst is C(Cl)Cl. The product is [F:11][C:12]1[CH:13]=[CH:14][C:15]([C:18]2[N:22]([CH3:23])[N:21]=[C:20]([C:24]3[CH:25]=[C:26]([C:30]([NH:33][S:5]([NH:4][CH2:3][C:2]([F:10])([F:9])[F:1])(=[O:7])=[O:6])([CH3:31])[CH3:32])[CH:27]=[CH:28][CH:29]=3)[CH:19]=2)=[CH:16][CH:17]=1. The yield is 0.0600. (4) The reactants are C[O:2][C:3]([C:5]1[S:6][C:7]([C:11]2[CH:16]=[CH:15][CH:14]=[CH:13][CH:12]=2)=[CH:8][C:9]=1[NH2:10])=[O:4].O[Li].O. The catalyst is C1COCC1.CO.O. The product is [NH2:10][C:9]1[CH:8]=[C:7]([C:11]2[CH:16]=[CH:15][CH:14]=[CH:13][CH:12]=2)[S:6][C:5]=1[C:3]([OH:4])=[O:2]. The yield is 0.880. (5) The yield is 0.440. The reactants are [CH3:1][N:2]([CH3:12])[C:3]1[CH:11]=[CH:10][C:6]([C:7]([OH:9])=O)=[CH:5][CH:4]=1.F[C:14]1[C:19]([NH2:20])=[CH:18][CH:17]=[C:16]([F:21])[N:15]=1.CN(C=O)C.C([O-])([O-])=O.[K+].[K+]. The catalyst is ClCCl.N1C=CC=CC=1. The product is [F:21][C:16]1[N:15]=[C:14]2[O:9][C:7]([C:6]3[CH:5]=[CH:4][C:3]([N:2]([CH3:1])[CH3:12])=[CH:11][CH:10]=3)=[N:20][C:19]2=[CH:18][CH:17]=1.